This data is from Reaction yield outcomes from USPTO patents with 853,638 reactions. The task is: Predict the reaction yield, written as a fraction of the theoretical maximum amount of product (1.0 means a 100% yield; for example, 0.34 means a 34% yield). (1) The reactants are C[O:2][C:3](=O)[C:4]1[CH:9]=[C:8]([Cl:10])[C:7]([NH:11][C:12]2[S:13][C:14]3[N:15]=[CH:16][N:17]=[C:18]([NH:21][C:22]4[CH:27]=[CH:26][C:25]([C:28]([F:31])([F:30])[F:29])=[CH:24][CH:23]=4)[C:19]=3[N:20]=2)=[C:6]([Cl:32])[CH:5]=1.[H-].C([Al+]CC(C)C)C(C)C. The catalyst is C1COCC1.C(C(C(C([O-])=O)O)O)([O-])=O.[K+].[Na+]. The product is [Cl:32][C:6]1[CH:5]=[C:4]([CH2:3][OH:2])[CH:9]=[C:8]([Cl:10])[C:7]=1[NH:11][C:12]1[S:13][C:14]2[N:15]=[CH:16][N:17]=[C:18]([NH:21][C:22]3[CH:27]=[CH:26][C:25]([C:28]([F:29])([F:31])[F:30])=[CH:24][CH:23]=3)[C:19]=2[N:20]=1. The yield is 0.740. (2) The yield is 0.430. The catalyst is C1COCC1.O. The product is [CH3:1][C:2]1[N:3]([CH2:30][C:31]([OH:33])=[O:32])[C:4]2[CH2:5][C:6]([CH3:29])([CH3:28])[CH2:7][C:8](=[O:27])[C:9]=2[C:10]=1[CH2:11][C:12]1[CH:17]=[CH:16][C:15]([S:18]([N:21]2[CH2:26][CH2:25][O:24][CH2:23][CH2:22]2)(=[O:20])=[O:19])=[CH:14][CH:13]=1. The reactants are [CH3:1][C:2]1[N:3]([CH2:30][C:31]([O:33]CC)=[O:32])[C:4]2[CH2:5][C:6]([CH3:29])([CH3:28])[CH2:7][C:8](=[O:27])[C:9]=2[C:10]=1[CH2:11][C:12]1[CH:17]=[CH:16][C:15]([S:18]([N:21]2[CH2:26][CH2:25][O:24][CH2:23][CH2:22]2)(=[O:20])=[O:19])=[CH:14][CH:13]=1.[OH-].[Na+]. (3) The reactants are Cl[C:2]1[N:7]=[CH:6][C:5]([Br:8])=[CH:4][N:3]=1.[CH2:9]([O:16][C:17]1[CH:18]=[C:19]([CH:21]=[CH:22][CH:23]=1)[NH2:20])[C:10]1[CH:15]=[CH:14][CH:13]=[CH:12][CH:11]=1. The catalyst is C(O)(C)C. The product is [CH2:9]([O:16][C:17]1[CH:18]=[C:19]([NH:20][C:2]2[N:7]=[CH:6][C:5]([Br:8])=[CH:4][N:3]=2)[CH:21]=[CH:22][CH:23]=1)[C:10]1[CH:11]=[CH:12][CH:13]=[CH:14][CH:15]=1. The yield is 0.500. (4) The reactants are C([O:3][C:4](=O)[CH:5]([C:14]1[CH:19]=[CH:18][CH:17]=[CH:16][CH:15]=1)[C:6](=O)[C:7]1[CH:12]=[CH:11][CH:10]=[CH:9][CH:8]=1)C.C(O)(=O)C1(CCC(C(O)=O)C1(C)C)C.[NH2:35][NH2:36]. The catalyst is C(O)C. The yield is 0.270. The product is [C:14]1([C:5]2[C:4](=[O:3])[NH:35][NH:36][C:6]=2[C:7]2[CH:12]=[CH:11][CH:10]=[CH:9][CH:8]=2)[CH:19]=[CH:18][CH:17]=[CH:16][CH:15]=1. (5) The reactants are COC(C1C=C(NS(C2C=CC(C)=CC=2)(=O)=O)C2C(=C(OCC3C=CC=CC=3)C=CC=2)N=1)=O.[CH3:34][O:35][C:36]([C:38]1[CH:47]=[C:46]([OH:48])[C:45]2[C:40](=[C:41]([O:55]CC3C=CC=CC=3)[CH:42]=[CH:43][C:44]=2[C:49]2[CH:54]=[CH:53][CH:52]=[CH:51][CH:50]=2)[N:39]=1)=[O:37]. No catalyst specified. The product is [CH3:34][O:35][C:36]([C:38]1[CH:47]=[C:46]([OH:48])[C:45]2[C:40](=[C:41]([OH:55])[CH:42]=[CH:43][C:44]=2[C:49]2[CH:50]=[CH:51][CH:52]=[CH:53][CH:54]=2)[N:39]=1)=[O:37]. The yield is 0.840. (6) The reactants are [CH2:1]([N:3]([CH:27]1[CH2:32][CH2:31][O:30][CH2:29][CH2:28]1)[C:4]1[C:5]([CH3:26])=[C:6]([C:23]([OH:25])=O)[CH:7]=[C:8]([C:10]2[CH:15]=[CH:14][C:13]([CH2:16][N:17]3[CH2:22][CH2:21][O:20][CH2:19][CH2:18]3)=[CH:12][CH:11]=2)[CH:9]=1)[CH3:2].[CH3:33][O:34][C:35]1[N:39]([CH3:40])[N:38]=[C:37]([CH3:41])[C:36]=1[CH2:42][NH2:43].C(N(CC)CC)C.C1CN([P+](ON2N=NC3C=CC=CC2=3)(N2CCCC2)N2CCCC2)CC1.F[P-](F)(F)(F)(F)F. The catalyst is CS(C)=O. The product is [CH2:1]([N:3]([CH:27]1[CH2:32][CH2:31][O:30][CH2:29][CH2:28]1)[C:4]1[C:5]([CH3:26])=[C:6]([C:23]([NH:43][CH2:42][C:36]2[C:37]([CH3:41])=[N:38][N:39]([CH3:40])[C:35]=2[O:34][CH3:33])=[O:25])[CH:7]=[C:8]([C:10]2[CH:15]=[CH:14][C:13]([CH2:16][N:17]3[CH2:18][CH2:19][O:20][CH2:21][CH2:22]3)=[CH:12][CH:11]=2)[CH:9]=1)[CH3:2]. The yield is 0.916. (7) The reactants are C([O:3][C:4](=[O:35])[C:5]([CH3:34])([CH3:33])[CH2:6][NH:7][C:8]([C:10]1[N:11]=[C:12]([C:31]#[N:32])[C:13]2[C:18]([C:19]=1[OH:20])=[CH:17][CH:16]=[C:15]([NH:21][C:22]([NH:24][C:25]1[CH:30]=[CH:29][CH:28]=[CH:27][CH:26]=1)=[O:23])[CH:14]=2)=[O:9])C.[OH-].[Na+]. The catalyst is CO. The product is [C:31]([C:12]1[C:13]2[C:18](=[CH:17][CH:16]=[C:15]([NH:21][C:22]([NH:24][C:25]3[CH:30]=[CH:29][CH:28]=[CH:27][CH:26]=3)=[O:23])[CH:14]=2)[C:19]([OH:20])=[C:10]([C:8]([NH:7][CH2:6][C:5]([CH3:34])([CH3:33])[C:4]([OH:35])=[O:3])=[O:9])[N:11]=1)#[N:32]. The yield is 0.730. (8) The reactants are [CH2:1]([N:6]1[C:14]2[N:13]=[CH:12][NH:11][C:10]=2[C:9](=[O:15])[NH:8]/[C:7]/1=[N:16]\[NH2:17])[CH2:2][CH2:3][CH2:4][CH3:5].[C:18]([NH:28][CH2:29][C:30](O)=[O:31])([O:20][CH2:21][C:22]1[CH:27]=[CH:26][CH:25]=[CH:24][CH:23]=1)=[O:19].F[P-](F)(F)(F)(F)F.N1(O[P+](N(C)C)(N(C)C)N(C)C)C2C=CC=CC=2N=N1.C(N(CC)CC)C. The catalyst is CN(C=O)C.CCOC(C)=O. The product is [O:31]=[C:30]([NH:17]/[N:16]=[C:7]1\[NH:8][C:9](=[O:15])[C:10]2[NH:11][CH:12]=[N:13][C:14]=2[N:6]\1[CH2:1][CH2:2][CH2:3][CH2:4][CH3:5])[CH2:29][NH:28][C:18](=[O:19])[O:20][CH2:21][C:22]1[CH:23]=[CH:24][CH:25]=[CH:26][CH:27]=1. The yield is 0.860. (9) The product is [Br:1][C:2]1[N:3]=[C:4]([C:15]([OH:16])([CH3:17])[CH3:14])[C:5]([F:8])=[CH:6][CH:7]=1. The reactants are [Br:1][C:2]1[CH:7]=[CH:6][C:5]([F:8])=[CH:4][N:3]=1.C([Li])CCC.[CH3:14][C:15]([CH3:17])=[O:16].Cl. The yield is 0.671. The catalyst is C(OCC)C.C(OCC)(=O)C.